This data is from Forward reaction prediction with 1.9M reactions from USPTO patents (1976-2016). The task is: Predict the product of the given reaction. Given the reactants [N:1]1([C@H:6]2[CH2:10][CH2:9][CH2:8][C@H:7]2[NH2:11])[CH2:5][CH2:4][CH2:3][CH2:2]1.[CH:12]1([C:15]2[CH:23]=[C:22]([C:24]([F:27])([F:26])[F:25])[CH:21]=[C:20]([C:28]([F:31])([F:30])[F:29])[C:16]=2[C:17](O)=[O:18])[CH2:14][CH2:13]1, predict the reaction product. The product is: [CH:12]1([C:15]2[CH:23]=[C:22]([C:24]([F:27])([F:26])[F:25])[CH:21]=[C:20]([C:28]([F:29])([F:30])[F:31])[C:16]=2[C:17]([NH:11][C@@H:7]2[CH2:8][CH2:9][CH2:10][C@@H:6]2[N:1]2[CH2:2][CH2:3][CH2:4][CH2:5]2)=[O:18])[CH2:14][CH2:13]1.